This data is from Reaction yield outcomes from USPTO patents with 853,638 reactions. The task is: Predict the reaction yield, written as a fraction of the theoretical maximum amount of product (1.0 means a 100% yield; for example, 0.34 means a 34% yield). (1) The reactants are [F:1][C:2]1[CH:7]=[CH:6][C:5]([NH2:8])=[CH:4][CH:3]=1.[C:9](O[C:9]([O:11][C:12]([CH3:15])([CH3:14])[CH3:13])=[O:10])([O:11][C:12]([CH3:15])([CH3:14])[CH3:13])=[O:10]. The catalyst is C1COCC1. The product is [F:1][C:2]1[CH:7]=[CH:6][C:5]([NH:8][C:9](=[O:10])[O:11][C:12]([CH3:15])([CH3:14])[CH3:13])=[CH:4][CH:3]=1. The yield is 0.890. (2) The reactants are [F:1][C:2]1[CH:19]=[CH:18][CH:17]=[C:16]([F:20])[C:3]=1[CH2:4][N:5]1[CH:10]=[C:9]([N+:11]([O-:13])=[O:12])[C:8](=[O:14])[NH:7][C:6]1=[O:15].[C:21]([O:25][C:26](=[O:37])[NH:27][C@H:28]([C:31]1[CH:36]=[CH:35][CH:34]=[CH:33][CH:32]=1)[CH2:29]O)([CH3:24])([CH3:23])[CH3:22].C1(P(C2C=CC=CC=2)C2C=CC=CC=2)C=CC=CC=1.N(C(OCC)=O)=NC(OCC)=O. The catalyst is O1CCCC1. The product is [C:21]([O:25][C:26](=[O:37])[NH:27][C@H:28]([C:31]1[CH:32]=[CH:33][CH:34]=[CH:35][CH:36]=1)[CH2:29][N:7]1[C:8](=[O:14])[C:9]([N+:11]([O-:13])=[O:12])=[CH:10][N:5]([CH2:4][C:3]2[C:2]([F:1])=[CH:19][CH:18]=[CH:17][C:16]=2[F:20])[C:6]1=[O:15])([CH3:22])([CH3:23])[CH3:24]. The yield is 0.670. (3) The reactants are [Cl:1][C:2]1[N:7]=[C:6](Cl)[C:5]([Cl:9])=[CH:4][N:3]=1.[CH3:10][NH:11][C:12](=[O:21])[C:13]1[CH:18]=[CH:17][CH:16]=[CH:15][C:14]=1[NH:19][CH3:20].C([O-])([O-])=O.[K+].[K+]. The catalyst is CN(C=O)C. The product is [Cl:1][C:2]1[N:7]=[C:6]([N:19]([CH3:20])[C:14]2[CH:15]=[CH:16][CH:17]=[CH:18][C:13]=2[C:12]([NH:11][CH3:10])=[O:21])[C:5]([Cl:9])=[CH:4][N:3]=1. The yield is 0.420. (4) The reactants are [CH3:1][N:2]([CH3:18])[C:3](=[O:17])[C:4]1[CH:9]=[CH:8][C:7]([CH:10]2[CH2:15][CH2:14][C:13](=O)[CH2:12][CH2:11]2)=[CH:6][CH:5]=1.[O:19]=[C:20]([NH:35][C@@H:36]1[CH2:40][CH2:39][NH:38][CH2:37]1)[CH2:21][NH:22][C:23](=[O:34])[C:24]1[CH:29]=[CH:28][CH:27]=[C:26]([C:30]([F:33])([F:32])[F:31])[CH:25]=1.C(O[BH-](OC(=O)C)OC(=O)C)(=O)C.[Na+]. The catalyst is C(Cl)Cl. The product is [CH3:1][N:2]([CH3:18])[C:3](=[O:17])[C:4]1[CH:9]=[CH:8][C:7]([CH:10]2[CH2:15][CH2:14][CH:13]([N:38]3[CH2:39][CH2:40][C@@H:36]([NH:35][C:20](=[O:19])[CH2:21][NH:22][C:23](=[O:34])[C:24]4[CH:29]=[CH:28][CH:27]=[C:26]([C:30]([F:31])([F:33])[F:32])[CH:25]=4)[CH2:37]3)[CH2:12][CH2:11]2)=[CH:6][CH:5]=1. The yield is 0.220.